From a dataset of Catalyst prediction with 721,799 reactions and 888 catalyst types from USPTO. Predict which catalyst facilitates the given reaction. (1) Reactant: C[O:2][C:3](=[O:28])[CH2:4][N:5]1[CH2:11][C:10]([CH2:12][OH:13])=[CH:9][CH2:8][CH:7]([NH:14][C:15]([C:17]2[C:26]3[C:21](=[CH:22][CH:23]=[CH:24][CH:25]=3)[CH:20]=[CH:19][N:18]=2)=[O:16])[C:6]1=[O:27].[Li+].[OH-]. Product: [OH:13][CH2:12][C:10]1[CH2:11][N:5]([CH2:4][C:3]([OH:28])=[O:2])[C:6](=[O:27])[CH:7]([NH:14][C:15]([C:17]2[C:26]3[C:21](=[CH:22][CH:23]=[CH:24][CH:25]=3)[CH:20]=[CH:19][N:18]=2)=[O:16])[CH2:8][CH:9]=1. The catalyst class is: 20. (2) Reactant: [CH3:1][C:2]1[N:3]=[C:4]([C:9]2[CH:14]=[CH:13][C:12]([C:15]([F:18])([F:17])[F:16])=[CH:11][CH:10]=2)[O:5][C:6]=1[CH2:7][OH:8].ClCCl.CC(OI1(OC(C)=O)(OC(C)=O)OC(=O)C2C=CC=CC1=2)=O. Product: [CH3:1][C:2]1[N:3]=[C:4]([C:9]2[CH:10]=[CH:11][C:12]([C:15]([F:18])([F:16])[F:17])=[CH:13][CH:14]=2)[O:5][C:6]=1[CH:7]=[O:8]. The catalyst class is: 662.